Predict which catalyst facilitates the given reaction. From a dataset of Catalyst prediction with 721,799 reactions and 888 catalyst types from USPTO. Reactant: [C:1]([O:5][C:6]([NH:8][C@@H:9]([CH2:17][CH2:18][C:19]([O:21][CH2:22][CH2:23][CH2:24][N:25]1[CH2:30][CH2:29][N:28](C(OCC2C=CC=CC=2)=O)[CH2:27][CH2:26]1)=[O:20])[C:10]([O:12][C:13]([CH3:16])([CH3:15])[CH3:14])=[O:11])=[O:7])([CH3:4])([CH3:3])[CH3:2]. Product: [C:1]([O:5][C:6]([NH:8][C@@H:9]([CH2:17][CH2:18][C:19]([O:21][CH2:22][CH2:23][CH2:24][N:25]1[CH2:26][CH2:27][NH:28][CH2:29][CH2:30]1)=[O:20])[C:10]([O:12][C:13]([CH3:15])([CH3:16])[CH3:14])=[O:11])=[O:7])([CH3:2])([CH3:3])[CH3:4]. The catalyst class is: 29.